Dataset: Reaction yield outcomes from USPTO patents with 853,638 reactions. Task: Predict the reaction yield, written as a fraction of the theoretical maximum amount of product (1.0 means a 100% yield; for example, 0.34 means a 34% yield). (1) The reactants are [CH2:1]([O:3][C:4]([C:6]1[N:7]([C:26]2[CH:31]=[CH:30][C:29]([O:32][CH:33]([CH3:35])[CH3:34])=[CH:28][CH:27]=2)[C:8]2[C:13]([C:14]=1[CH:15]=[O:16])=[CH:12][C:11](B1OC(C)(C)C(C)(C)O1)=[CH:10][CH:9]=2)=[O:5])[CH3:2].Br[C:37]1[CH:42]=[CH:41][C:40]([C:43]([F:46])([F:45])[F:44])=[CH:39][N:38]=1.C([O-])([O-])=O.[Na+].[Na+].CCO. The catalyst is C1C=CC([P]([Pd]([P](C2C=CC=CC=2)(C2C=CC=CC=2)C2C=CC=CC=2)([P](C2C=CC=CC=2)(C2C=CC=CC=2)C2C=CC=CC=2)[P](C2C=CC=CC=2)(C2C=CC=CC=2)C2C=CC=CC=2)(C2C=CC=CC=2)C2C=CC=CC=2)=CC=1.O.C1(C)C=CC=CC=1. The product is [CH2:1]([O:3][C:4]([C:6]1[N:7]([C:26]2[CH:31]=[CH:30][C:29]([O:32][CH:33]([CH3:35])[CH3:34])=[CH:28][CH:27]=2)[C:8]2[C:13]([C:14]=1[CH:15]=[O:16])=[CH:12][C:11]([C:37]1[CH:42]=[CH:41][C:40]([C:43]([F:46])([F:45])[F:44])=[CH:39][N:38]=1)=[CH:10][CH:9]=2)=[O:5])[CH3:2]. The yield is 0.800. (2) The reactants are [N:1]#[C:2]Br.[Br:4][C:5]1[CH:10]=[CH:9][C:8]([NH:11][C:12]2[C:13]([C:21]([NH:23][NH2:24])=[O:22])=[CH:14][N:15]([CH3:20])[C:16](=[O:19])[C:17]=2[F:18])=[C:7]([F:25])[CH:6]=1.C([O-])(O)=O.[Na+]. The catalyst is O1CCOCC1.O. The product is [NH2:1][C:2]1[O:22][C:21]([C:13]2[C:12]([NH:11][C:8]3[CH:9]=[CH:10][C:5]([Br:4])=[CH:6][C:7]=3[F:25])=[C:17]([F:18])[C:16](=[O:19])[N:15]([CH3:20])[CH:14]=2)=[N:23][N:24]=1. The yield is 0.890. (3) The reactants are Cl[C:2]1[N:7]=[C:6]([N:8]2[CH2:13][CH2:12][O:11][CH2:10][CH2:9]2)[N:5]=[C:4]([N:14]2[CH2:19][CH2:18][O:17][CH2:16][CH2:15]2)[N:3]=1.[C:20]([C:22]1[CH:27]=[CH:26][C:25](B2OC(C)(C)C(C)(C)O2)=[CH:24][CH:23]=1)#[N:21]. The catalyst is CCCCCC.C(OCC)(=O)C. The product is [O:17]1[CH2:18][CH2:19][N:14]([C:4]2[N:5]=[C:6]([N:8]3[CH2:13][CH2:12][O:11][CH2:10][CH2:9]3)[N:7]=[C:2]([C:25]3[CH:26]=[CH:27][C:22]([C:20]#[N:21])=[CH:23][CH:24]=3)[N:3]=2)[CH2:15][CH2:16]1. The yield is 0.400. (4) The reactants are Br[C:2]1[CH:7]=[CH:6][N:5]=[C:4]([Cl:8])[CH:3]=1.C([Mg]Cl)(C)C.[CH3:14][CH2:15][C:16](=[O:19])[CH2:17][CH3:18]. The catalyst is C1COCC1. The product is [Cl:8][C:4]1[CH:3]=[C:2]([C:16]([OH:19])([CH2:17][CH3:18])[CH2:15][CH3:14])[CH:7]=[CH:6][N:5]=1. The yield is 0.600. (5) The reactants are [CH:1]([Mg]Br)([CH3:3])[CH3:2].[CH:6]([N:19]1[CH2:22][C:21](=[O:23])[CH2:20]1)([C:13]1[CH:18]=[CH:17][CH:16]=[CH:15][CH:14]=1)[C:7]1[CH:12]=[CH:11][CH:10]=[CH:9][CH:8]=1.C([O-])(O)=O.[Na+]. The catalyst is C1COCC1. The product is [CH:6]([N:19]1[CH2:22][C:21]([CH:1]([CH3:3])[CH3:2])([OH:23])[CH2:20]1)([C:13]1[CH:18]=[CH:17][CH:16]=[CH:15][CH:14]=1)[C:7]1[CH:8]=[CH:9][CH:10]=[CH:11][CH:12]=1. The yield is 0.280. (6) The reactants are [CH2:1]([O:4][C:5]1[CH:6]=[C:7]([CH:27]=[CH:28][CH:29]=1)[O:8][C:9]1[CH:26]=[CH:25][C:12]([CH2:13][NH:14][C:15]2[CH:20]=[CH:19][CH:18]=[C:17]([N+:21]([O-:23])=[O:22])[C:16]=2[CH3:24])=[CH:11][CH:10]=1)[CH:2]=[CH2:3].Br[CH2:31][C:32]1[CH:39]=[CH:38][C:35]([C:36]#[N:37])=[CH:34][CH:33]=1.CCN(C(C)C)C(C)C. The catalyst is CN(C=O)C.CCOC(C)=O. The product is [CH2:1]([O:4][C:5]1[CH:6]=[C:7]([CH:27]=[CH:28][CH:29]=1)[O:8][C:9]1[CH:10]=[CH:11][C:12]([CH2:13][N:14]([CH2:31][C:32]2[CH:39]=[CH:38][C:35]([C:36]#[N:37])=[CH:34][CH:33]=2)[C:15]2[CH:20]=[CH:19][CH:18]=[C:17]([N+:21]([O-:23])=[O:22])[C:16]=2[CH3:24])=[CH:25][CH:26]=1)[CH:2]=[CH2:3]. The yield is 0.960. (7) The reactants are [Cl:1][C:2]1[C:7]([C:8]([F:11])([F:10])[F:9])=[CH:6][N:5]=[C:4]([NH:12][C:13]2[CH:27]=[CH:26][C:16](CP(=O)(OCC)OCC)=[CH:15][C:14]=2[O:28][CH3:29])[N:3]=1.ClC1N=C(Cl)C(C(F)(F)F)=CN=1.COC1C=CC=CC=1N. No catalyst specified. The product is [Cl:1][C:2]1[C:7]([C:8]([F:11])([F:9])[F:10])=[CH:6][N:5]=[C:4]([NH:12][C:13]2[CH:27]=[CH:26][CH:16]=[CH:15][C:14]=2[O:28][CH3:29])[N:3]=1. The yield is 0.460. (8) The reactants are C([O:8][C:9]1[C:14]([CH3:15])=[CH:13][C:12]([C:16]2[NH:17][C:18](=[O:30])[C:19]3[C:20]([O:28][CH3:29])=[CH:21][C:22]([O:26][CH3:27])=[N:23][C:24]=3[CH:25]=2)=[CH:11][C:10]=1[CH3:31])C1C=CC=CC=1. The catalyst is CN(C=O)C.CO.[Pd]. The product is [OH:8][C:9]1[C:10]([CH3:31])=[CH:11][C:12]([C:16]2[NH:17][C:18](=[O:30])[C:19]3[C:20]([O:28][CH3:29])=[CH:21][C:22]([O:26][CH3:27])=[N:23][C:24]=3[CH:25]=2)=[CH:13][C:14]=1[CH3:15]. The yield is 0.880. (9) The reactants are [CH3:1][N:2]([CH3:47])[C:3]([C:5]1[CH:10]=[C:9]([C:11]2[CH:12]=[C:13]3[C:19]([C:20]4[CH:25]=[CH:24][CH:23]=[CH:22][C:21]=4[O:26][CH3:27])=[CH:18][N:17](S(C4C=CC(C)=CC=4)(=O)=O)[C:14]3=[N:15][CH:16]=2)[CH:8]=[CH:7][C:6]=1[NH:38][C:39]([C:41]1[N:42]=[CH:43][N:44]([CH3:46])[CH:45]=1)=[O:40])=[O:4].O1CCCC1.[OH-].[K+]. The catalyst is CO. The product is [CH3:47][N:2]([CH3:1])[C:3]([C:5]1[CH:10]=[C:9]([C:11]2[CH:12]=[C:13]3[C:19]([C:20]4[CH:25]=[CH:24][CH:23]=[CH:22][C:21]=4[O:26][CH3:27])=[CH:18][NH:17][C:14]3=[N:15][CH:16]=2)[CH:8]=[CH:7][C:6]=1[NH:38][C:39]([C:41]1[N:42]=[CH:43][N:44]([CH3:46])[CH:45]=1)=[O:40])=[O:4]. The yield is 0.202.